Task: Regression. Given a peptide amino acid sequence and an MHC pseudo amino acid sequence, predict their binding affinity value. This is MHC class I binding data.. Dataset: Peptide-MHC class I binding affinity with 185,985 pairs from IEDB/IMGT The peptide sequence is LPADPASVL. The MHC is HLA-A01:01 with pseudo-sequence HLA-A01:01. The binding affinity (normalized) is 0.0847.